This data is from Catalyst prediction with 721,799 reactions and 888 catalyst types from USPTO. The task is: Predict which catalyst facilitates the given reaction. (1) Reactant: [NH:1]1[CH2:6][CH2:5][CH2:4][CH2:3][CH2:2]1.CN(C)C=O.F[C:13]1[CH:18]=[CH:17][CH:16]=[CH:15][C:14]=1[N+:19]([O-:21])=[O:20]. Product: [N+:19]([C:14]1[CH:15]=[CH:16][CH:17]=[CH:18][C:13]=1[N:1]1[CH2:6][CH2:5][CH2:4][CH2:3][CH2:2]1)([O-:21])=[O:20]. The catalyst class is: 6. (2) The catalyst class is: 56. Reactant: [CH2:1]([O:8][C:9]1[CH:14]=[CH:13][C:12]([C@@H:15]2[C@@H:18]([CH2:19][CH2:20][C:21]([O:23]C)=O)[C:17](=[O:25])[N:16]2[C:26]2[CH:31]=[CH:30][C:29]([F:32])=[CH:28][CH:27]=2)=[CH:11][CH:10]=1)[C:2]1[CH:7]=[CH:6][CH:5]=[CH:4][CH:3]=1.Cl.CNOC.C([Mg]Cl)(C)C.[F:43][C:44]1[CH:49]=[CH:48][C:47]([Mg]Br)=[CH:46][CH:45]=1.[NH4+].[Cl-]. Product: [CH2:1]([O:8][C:9]1[CH:14]=[CH:13][C:12]([C@H:15]2[N:16]([C:26]3[CH:31]=[CH:30][C:29]([F:32])=[CH:28][CH:27]=3)[C:17](=[O:25])[C@@H:18]2[CH2:19][CH2:20][C:21]([C:47]2[CH:48]=[CH:49][C:44]([F:43])=[CH:45][CH:46]=2)=[O:23])=[CH:11][CH:10]=1)[C:2]1[CH:7]=[CH:6][CH:5]=[CH:4][CH:3]=1. (3) Reactant: CS(O)(=O)=O.C(OC([NH:13][C@H:14]([C:19]([OH:21])=[O:20])[C:15]([CH3:18])([CH3:17])[CH3:16])=O)(C)(C)C.C(N(CC)CC)C. Product: [NH2:13][C@H:14]([C:19]([OH:21])=[O:20])[C:15]([CH3:18])([CH3:17])[CH3:16]. The catalyst class is: 2.